From a dataset of Forward reaction prediction with 1.9M reactions from USPTO patents (1976-2016). Predict the product of the given reaction. (1) The product is: [F:31][C:32]([F:37])([F:36])[C:33]([OH:35])=[O:34].[CH3:1][C@@H:2]([CH2:29][CH3:30])[C@H:3]([N:11]1[CH2:15][CH2:14][N:13]([CH2:16][C:17]2[N:18]=[C:19]([C:22]3[CH:27]=[CH:26][CH:25]=[CH:24][N:23]=3)[S:20][CH:21]=2)[C:12]1=[O:28])[C:4]([OH:6])=[O:5]. Given the reactants [CH3:1][C@@H:2]([CH2:29][CH3:30])[C@H:3]([N:11]1[CH2:15][CH2:14][N:13]([CH2:16][C:17]2[N:18]=[C:19]([C:22]3[CH:27]=[CH:26][CH:25]=[CH:24][N:23]=3)[S:20][CH:21]=2)[C:12]1=[O:28])[C:4]([O:6]C(C)(C)C)=[O:5].[F:31][C:32]([F:37])([F:36])[C:33]([OH:35])=[O:34], predict the reaction product. (2) Given the reactants [C@@]12(CS(O)(=O)=O)C(C)(C)C(CC1)CC2=O.[CH:16]([C@H:29]1[C@@H:34]([NH:35][CH2:36][C:37]2[CH:42]=[C:41]([C:43]([CH3:46])([CH3:45])[CH3:44])[CH:40]=[CH:39][C:38]=2[O:47][CH3:48])[CH:33]2[CH2:49][CH2:50][N:30]1[CH2:31][CH2:32]2)([C:23]1[CH:28]=[CH:27][CH:26]=[CH:25][CH:24]=1)[C:17]1[CH:22]=[CH:21][CH:20]=[CH:19][CH:18]=1.[C@@]12(CS(O)(=O)=O)C(C)(C)C(CC1)CC2=O.C([C@H]1[C@@H](NCC2C=CC=CC=2)C2CCN1CC2)(C1C=CC=CC=1)C1C=CC=CC=1.C(C1C=CC(OC)=C(C=1)C=O)(C)(C)C, predict the reaction product. The product is: [CH:16]([C@H:29]1[C@@H:34]([NH:35][CH2:36][C:37]2[CH:42]=[C:41]([C:43]([CH3:46])([CH3:45])[CH3:44])[CH:40]=[CH:39][C:38]=2[O:47][CH3:48])[CH:33]2[CH2:32][CH2:31][N:30]1[CH2:50][CH2:49]2)([C:17]1[CH:22]=[CH:21][CH:20]=[CH:19][CH:18]=1)[C:23]1[CH:24]=[CH:25][CH:26]=[CH:27][CH:28]=1. (3) Given the reactants C(N(C(C)C)C(C)C)C.[F:10][C:11]1[CH:16]=[CH:15][CH:14]=[CH:13][C:12]=1[N:17]1[C:25]2[C:20](=[C:21]([N:26]3[CH2:33][C@@H:32]4[C@@H:28]([CH2:29][NH:30][CH2:31]4)[C:27]3=[O:34])[CH:22]=[CH:23][CH:24]=2)[CH:19]=[N:18]1.[O:35]1[CH2:39][CH2:38][CH2:37][CH:36]1C(O)=O.F[P-](F)(F)(F)(F)F.CN(C(N1C2C(=NC=CC=2)[N+]([O-])=N1)=[N+](C)C)C.[O:67]1CCC[CH2:68]1, predict the reaction product. The product is: [F:10][C:11]1[CH:16]=[CH:15][CH:14]=[CH:13][C:12]=1[N:17]1[C:25]2[C:20](=[C:21]([N:26]3[CH2:33][C@@H:32]4[C@@H:28]([CH2:29][N:30]([C:68]([CH:38]5[CH2:37][CH2:36][O:35][CH2:39]5)=[O:67])[CH2:31]4)[C:27]3=[O:34])[CH:22]=[CH:23][CH:24]=2)[CH:19]=[N:18]1. (4) The product is: [Br:17][C:4]1[C:5]2[S:9][C:8]([NH:10][C:11]([NH:13][CH2:14][CH3:15])=[O:12])=[N:7][C:6]=2[CH:16]=[C:2]([C:30]2[CH:29]=[N:28][CH:27]=[C:26]([O:25][CH3:24])[CH:31]=2)[CH:3]=1. Given the reactants Br[C:2]1[CH:3]=[C:4]([Br:17])[C:5]2[S:9][C:8]([NH:10][C:11]([NH:13][CH2:14][CH3:15])=[O:12])=[N:7][C:6]=2[CH:16]=1.C(=O)([O-])[O-].[Na+].[Na+].[CH3:24][O:25][C:26]1[CH:27]=[N:28][CH:29]=[C:30](B2OC(C)(C)C(C)(C)O2)[CH:31]=1, predict the reaction product. (5) The product is: [Cl:1][C:2]1[CH:26]=[CH:25][C:5]([CH2:6][N:7]2[C:15]3[C:10](=[CH:11][C:12]([CH:16]=[C:17]4[S:21][C:20]([N:36]5[CH2:37][CH2:38][CH:33]([O:32][CH3:31])[CH2:34][CH2:35]5)=[N:19][C:18]4=[O:24])=[CH:13][CH:14]=3)[CH:9]=[N:8]2)=[C:4]([C:27]([F:28])([F:29])[F:30])[CH:3]=1. Given the reactants [Cl:1][C:2]1[CH:26]=[CH:25][C:5]([CH2:6][N:7]2[C:15]3[C:10](=[CH:11][C:12]([CH:16]=[C:17]4[S:21][C:20](SC)=[N:19][C:18]4=[O:24])=[CH:13][CH:14]=3)[CH:9]=[N:8]2)=[C:4]([C:27]([F:30])([F:29])[F:28])[CH:3]=1.[CH3:31][O:32][CH:33]1[CH2:38][CH2:37][NH:36][CH2:35][CH2:34]1, predict the reaction product. (6) Given the reactants S(Cl)(Cl)=O.[CH2:5]([O:12][C:13]([NH:15][C:16]1[CH:17]=[C:18]([CH:22]=[C:23]([C:25]2[O:26][CH:27]=[CH:28][N:29]=2)[CH:24]=1)[C:19]([OH:21])=[O:20])=[O:14])[C:6]1[CH:11]=[CH:10][CH:9]=[CH:8][CH:7]=1.[CH3:30]O, predict the reaction product. The product is: [CH3:30][O:20][C:19](=[O:21])[C:18]1[CH:22]=[C:23]([C:25]2[O:26][CH:27]=[CH:28][N:29]=2)[CH:24]=[C:16]([NH:15][C:13]([O:12][CH2:5][C:6]2[CH:7]=[CH:8][CH:9]=[CH:10][CH:11]=2)=[O:14])[CH:17]=1. (7) Given the reactants II.[Br:3][C:4]1[CH:5]=[C:6]([C:10]([C:12]2[CH:17]=[CH:16][C:15]([O:18][C:19]([F:22])([F:21])[F:20])=[CH:14][CH:13]=2)=[CH2:11])[CH:7]=[CH:8][CH:9]=1.N.[NH2:24][C:25]([NH2:27])=[O:26], predict the reaction product. The product is: [Br:3][C:4]1[CH:5]=[C:6]([C:10]2([C:12]3[CH:17]=[CH:16][C:15]([O:18][C:19]([F:20])([F:21])[F:22])=[CH:14][CH:13]=3)[CH2:11][O:26][C:25]([NH2:27])=[N:24]2)[CH:7]=[CH:8][CH:9]=1.